From a dataset of Forward reaction prediction with 1.9M reactions from USPTO patents (1976-2016). Predict the product of the given reaction. (1) Given the reactants [Br:1][C:2]1[C:3]([O:21][CH:22]([CH3:24])[CH3:23])=[C:4]([C:8]([NH:11][C:12]2[C:17]([CH3:18])=[CH:16][C:15]([CH3:19])=[CH:14][C:13]=2[CH3:20])=[CH:9][CH:10]=1)[C:5](O)=[O:6].C[N:26](C(ON1N=NC2C=CC=NC1=2)=[N+](C)C)C.F[P-](F)(F)(F)(F)F.[NH4+].[OH-].[OH-].[Na+], predict the reaction product. The product is: [Br:1][C:2]1[C:3]([O:21][CH:22]([CH3:24])[CH3:23])=[C:4]([C:8]([NH:11][C:12]2[C:17]([CH3:18])=[CH:16][C:15]([CH3:19])=[CH:14][C:13]=2[CH3:20])=[CH:9][CH:10]=1)[C:5]([NH2:26])=[O:6]. (2) Given the reactants C([N:5]1[C:9]([NH:10][C:11](=[O:19])[CH2:12][CH2:13][N:14]2[CH:18]=[CH:17][CH:16]=[N:15]2)=[CH:8][C:7]([C@@H:20]2[CH2:23][C@H:22]([O:24][C:25](=[O:34])[NH:26][CH2:27][CH:28]3[CH2:33][CH2:32][CH2:31][CH2:30][CH2:29]3)[CH2:21]2)=[N:6]1)(C)(C)C, predict the reaction product. The product is: [N:14]1([CH2:13][CH2:12][C:11]([NH:10][C:9]2[NH:5][N:6]=[C:7]([C@@H:20]3[CH2:21][C@H:22]([O:24][C:25](=[O:34])[NH:26][CH2:27][CH:28]4[CH2:33][CH2:32][CH2:31][CH2:30][CH2:29]4)[CH2:23]3)[CH:8]=2)=[O:19])[CH:18]=[CH:17][CH:16]=[N:15]1. (3) Given the reactants C([O-])([O-])=O.[K+].[K+].Cl.[CH:8]([NH2:10])=[NH:9].CN(C)/[CH:13]=[CH:14]/[C:15]([C:17]1[S:21][C:20]([C:22]([NH:24][CH2:25][C:26]2[CH:31]=[CH:30][CH:29]=[CH:28][CH:27]=2)=[O:23])=[CH:19][CH:18]=1)=O, predict the reaction product. The product is: [N:9]1[CH:13]=[CH:14][C:15]([C:17]2[S:21][C:20]([C:22]([NH:24][CH2:25][C:26]3[CH:27]=[CH:28][CH:29]=[CH:30][CH:31]=3)=[O:23])=[CH:19][CH:18]=2)=[N:10][CH:8]=1. (4) Given the reactants [F:1][C:2]1[CH:7]=[CH:6][CH:5]=[CH:4][C:3]=1[OH:8].Br[CH2:10][C@H:11]([CH3:14])[CH2:12][Cl:13], predict the reaction product. The product is: [Cl:13][CH2:12][C@@H:11]([CH3:14])[CH2:10][O:8][C:3]1[CH:4]=[CH:5][CH:6]=[CH:7][C:2]=1[F:1]. (5) Given the reactants Cl.[CH3:2][O:3][C:4]1[CH:5]=[C:6]([C:12]2[C:13]([CH3:25])([CH3:24])[C:14](=[O:23])[N:15]([CH:17]3[CH2:22][CH2:21][NH:20][CH2:19][CH2:18]3)[N:16]=2)[CH:7]=[CH:8][C:9]=1[O:10][CH3:11].[NH:26]1[C:34]2[C:29](=[CH:30][CH:31]=[CH:32][CH:33]=2)[CH:28]=[C:27]1[C:35](O)=[O:36], predict the reaction product. The product is: [CH3:2][O:3][C:4]1[CH:5]=[C:6]([C:12]2[C:13]([CH3:25])([CH3:24])[C:14](=[O:23])[N:15]([CH:17]3[CH2:22][CH2:21][N:20]([C:35]([C:27]4[NH:26][C:34]5[C:29]([CH:28]=4)=[CH:30][CH:31]=[CH:32][CH:33]=5)=[O:36])[CH2:19][CH2:18]3)[N:16]=2)[CH:7]=[CH:8][C:9]=1[O:10][CH3:11]. (6) Given the reactants [Na].[C:2]1([S:8]([OH:10])=[O:9])[CH:7]=[CH:6][CH:5]=[CH:4][CH:3]=1.[CH3:11][C:12]1[C:13](=[O:18])[CH2:14][CH2:15][CH2:16][CH:17]=1.Cl, predict the reaction product. The product is: [CH3:11][CH:12]1[CH:17]([S:8]([C:2]2[CH:7]=[CH:6][CH:5]=[CH:4][CH:3]=2)(=[O:10])=[O:9])[CH2:16][CH2:15][CH2:14][C:13]1=[O:18].